Predict which catalyst facilitates the given reaction. From a dataset of Catalyst prediction with 721,799 reactions and 888 catalyst types from USPTO. Reactant: [CH3:1][O:2][C:3]1[CH:40]=[C:39]([O:41][CH3:42])[CH:38]=[CH:37][C:4]=1[CH2:5][N:6]([C:31]1[CH:36]=[CH:35][N:34]=[CH:33][N:32]=1)[S:7]([C:10]1[CH:15]=[C:14]([F:16])[C:13]([O:17][C@H:18]2[CH2:22][C@H:21]([OH:23])[CH2:20][C@@H:19]2[C:24]2[N:28]([CH3:29])[N:27]=[CH:26][CH:25]=2)=[CH:12][C:11]=1[F:30])(=[O:9])=[O:8].S(OC)(O[CH3:47])(=O)=O.[H-].[Na+]. Product: [CH3:1][O:2][C:3]1[CH:40]=[C:39]([O:41][CH3:42])[CH:38]=[CH:37][C:4]=1[CH2:5][N:6]([C:31]1[CH:36]=[CH:35][N:34]=[CH:33][N:32]=1)[S:7]([C:10]1[CH:15]=[C:14]([F:16])[C:13]([O:17][C@H:18]2[CH2:22][C@H:21]([O:23][CH3:47])[CH2:20][C@@H:19]2[C:24]2[N:28]([CH3:29])[N:27]=[CH:26][CH:25]=2)=[CH:12][C:11]=1[F:30])(=[O:8])=[O:9]. The catalyst class is: 1.